Predict the reaction yield, written as a fraction of the theoretical maximum amount of product (1.0 means a 100% yield; for example, 0.34 means a 34% yield). From a dataset of Reaction yield outcomes from USPTO patents with 853,638 reactions. (1) The reactants are [NH2:1][CH2:2][CH2:3][N:4]1[C:12]2[C:7](=[CH:8][CH:9]=[C:10]([S:13][CH3:14])[CH:11]=2)[CH:6]=[C:5]1[C:15](=O)[CH:16]([CH3:18])[CH3:17].CCN(CC)CC.[BH4-].[Na+]. The catalyst is CO. The product is [CH:16]([CH:15]1[C:5]2=[CH:6][C:7]3[CH:8]=[CH:9][C:10]([S:13][CH3:14])=[CH:11][C:12]=3[N:4]2[CH2:3][CH2:2][NH:1]1)([CH3:18])[CH3:17]. The yield is 0.425. (2) The reactants are [CH2:1]([O:3][C:4](=[O:20])[CH2:5][CH:6]([N:10]1[C:14]2[CH:15]=[CH:16][CH:17]=[CH:18][C:13]=2[NH:12][C:11]1=[O:19])[CH2:7][CH2:8][CH3:9])[CH3:2].[CH3:21][N:22]1[C:30]2[C:25](=[CH:26][CH:27]=[CH:28][C:29]=2[CH2:31]O)[C:24]([CH3:33])=[C:23]1[CH3:34].N(C(OC(C)C)=O)=NC(OC(C)C)=O.C1(P(C2C=CC=CC=2)C2C=CC=CC=2)C=CC=CC=1. The catalyst is C1COCC1. The product is [CH2:1]([O:3][C:4](=[O:20])[CH2:5][CH:6]([N:10]1[C:14]2[CH:15]=[CH:16][CH:17]=[CH:18][C:13]=2[N:12]([CH2:31][C:29]2[CH:28]=[CH:27][CH:26]=[C:25]3[C:30]=2[N:22]([CH3:21])[C:23]([CH3:34])=[C:24]3[CH3:33])[C:11]1=[O:19])[CH2:7][CH2:8][CH3:9])[CH3:2]. The yield is 0.490. (3) The reactants are [C:1]([O:5][C:6]([N:8]1[CH2:12][CH2:11][CH2:10][C:9]1([CH:16]([OH:36])[C:17]1[CH:18]=[C:19]2[CH:25]=[CH:24][N:23]([Si:26]([CH:33]([CH3:35])[CH3:34])([CH:30]([CH3:32])[CH3:31])[CH:27]([CH3:29])[CH3:28])[C:20]2=[N:21][CH:22]=1)[CH2:13][CH2:14][CH3:15])=[O:7])([CH3:4])([CH3:3])[CH3:2]. The catalyst is C(Cl)Cl. The product is [C:1]([O:5][C:6]([N:8]1[CH2:12][CH2:11][CH2:10][C:9]1([CH2:13][CH2:14][CH3:15])[C:16]([C:17]1[CH:18]=[C:19]2[CH:25]=[CH:24][N:23]([Si:26]([CH:30]([CH3:32])[CH3:31])([CH:33]([CH3:34])[CH3:35])[CH:27]([CH3:28])[CH3:29])[C:20]2=[N:21][CH:22]=1)=[O:36])=[O:7])([CH3:2])([CH3:4])[CH3:3]. The yield is 0.790. (4) The reactants are [F:1][C:2]1[CH:3]=[C:4]([CH:6]=[CH:7][CH:8]=1)[NH2:5].Cl[C:10]([O:12][C:13]([CH3:15])=[CH2:14])=[O:11].C([O-])(O)=O.[Na+]. The catalyst is CCOC(C)=O.O. The product is [F:1][C:2]1[CH:3]=[C:4]([NH:5][C:10](=[O:11])[O:12][C:13]([CH3:15])=[CH2:14])[CH:6]=[CH:7][CH:8]=1. The yield is 0.210. (5) The reactants are Cl[C:2]1[N:11]=[CH:10][C:9]2[C:4](=[C:5]([O:12][CH3:13])[CH:6]=[CH:7][CH:8]=2)[N:3]=1.[Br-].[S:15]1[CH:19]=[CH:18][N:17]=[C:16]1[Zn+].N#N. The yield is 0.200. No catalyst specified. The product is [CH3:13][O:12][C:5]1[CH:6]=[CH:7][CH:8]=[C:9]2[C:4]=1[N:3]=[C:2]([C:16]1[S:15][CH:19]=[CH:18][N:17]=1)[N:11]=[CH:10]2. (6) The reactants are [NH2:1][C:2]1[C:7]([O:8][CH3:9])=[CH:6][N:5]=[C:4]([O:10][CH3:11])[N:3]=1.C(OCC)(=O)C.C(OC([N:23]=[C:24]=S)=O)C.O.[NH2:27]O.S([O-])([O-])=O.[Na+].[Na+]. No catalyst specified. The product is [NH2:27][C:24]1[N:1]=[C:2]2[N:3]([C:4]([O:10][CH3:11])=[N:5][CH:6]=[C:7]2[O:8][CH3:9])[N:23]=1. The yield is 0.675. (7) The reactants are N(C(OC(C)C)=O)=NC(OC(C)C)=O.O[CH2:16][CH2:17][N:18]([CH3:32])[CH2:19][C:20]([NH:22][C:23]1[CH:28]=[CH:27][CH:26]=[C:25]([N+:29]([O-:31])=[O:30])[CH:24]=1)=O.C(P(CCCC)CCCC)CCC.Cl. The catalyst is CCOC(C)=O. The product is [CH3:32][N:18]1[CH2:19][CH2:20][N:22]([C:23]2[CH:28]=[CH:27][CH:26]=[C:25]([N+:29]([O-:31])=[O:30])[CH:24]=2)[CH2:16][CH2:17]1. The yield is 0.790.